This data is from Full USPTO retrosynthesis dataset with 1.9M reactions from patents (1976-2016). The task is: Predict the reactants needed to synthesize the given product. (1) Given the product [CH2:4]([C:9]1[N:17]=[C:16]2[C:12]([N:13]=[CH:14][N:15]2[CH2:18][C:19]2[CH:24]=[CH:23][C:22]([O:25][CH3:26])=[CH:21][CH:20]=2)=[C:11]([C:27]2[O:28][CH:29]=[CH:30][CH:31]=2)[N:10]=1)[CH3:5], predict the reactants needed to synthesize it. The reactants are: C(Cl)Cl.[CH2:4]([Mg]Br)[CH3:5].Cl[C:9]1[N:17]=[C:16]2[C:12]([N:13]=[CH:14][N:15]2[CH2:18][C:19]2[CH:24]=[CH:23][C:22]([O:25][CH3:26])=[CH:21][CH:20]=2)=[C:11]([C:27]2[O:28][CH:29]=[CH:30][CH:31]=2)[N:10]=1.[NH4+].[Cl-]. (2) The reactants are: S1C=C(C2C=CC(C(O)=O)=CC=2)N=N1.C1N=CN(C(N2C=NC=C2)=O)C=1.Cl.NC[C:30]1[CH:31]=[C:32]([CH:52]=[CH:53][CH:54]=1)[C:33]([NH:35]C1SC2C[C@@H](NC(=O)C(F)(F)F)CCC=2N=1)=[O:34].CCN(CC)CC.FC(F)(F)C(N)=O.C(=O)([O-])[O-].[K+].[K+].C(O)(C(F)(F)F)=O. Given the product [C:33]([NH2:35])(=[O:34])[C:32]1[CH:52]=[CH:53][CH:54]=[CH:30][CH:31]=1, predict the reactants needed to synthesize it. (3) Given the product [Cl:18][C:15]([F:17])([F:16])[O:14][C:11]1[CH:12]=[CH:13][C:8]([NH:7][C:5](=[O:6])[C:4]2[CH:19]=[CH:20][C:21]([N:22]3[CH2:26][CH2:25][C@@H:24]([OH:27])[CH2:23]3)=[C:2]([C:36]3[NH:35][N:34]=[CH:38][CH:37]=3)[CH:3]=2)=[CH:9][CH:10]=1, predict the reactants needed to synthesize it. The reactants are: Br[C:2]1[CH:3]=[C:4]([CH:19]=[CH:20][C:21]=1[N:22]1[CH2:26][CH2:25][C@@H:24]([OH:27])[CH2:23]1)[C:5]([NH:7][C:8]1[CH:13]=[CH:12][C:11]([O:14][C:15]([Cl:18])([F:17])[F:16])=[CH:10][CH:9]=1)=[O:6].O1CCCCC1[N:34]1[C:38](B2OC(C)(C)C(C)(C)O2)=[CH:37][CH:36]=[N:35]1. (4) Given the product [F:48][C:30]([F:29])([F:49])[C:31]([NH:33][CH2:34][C:35]1[CH:40]=[CH:39][C:38]([F:41])=[C:37]([CH:42]2[CH2:47][CH2:46][N:45]([C:18]([C:7]3[C:8]4[C:13](=[CH:12][CH:11]=[CH:10][C:9]=4[C:14]([F:15])([F:17])[F:16])[N:5]([CH2:4][CH2:3][O:2][CH3:1])[CH:6]=3)=[O:20])[CH2:44][CH2:43]2)[CH:36]=1)=[O:32], predict the reactants needed to synthesize it. The reactants are: [CH3:1][O:2][CH2:3][CH2:4][N:5]1[C:13]2[C:8](=[C:9]([C:14]([F:17])([F:16])[F:15])[CH:10]=[CH:11][CH:12]=2)[C:7]([C:18]([OH:20])=O)=[CH:6]1.CCN(CC)CC.Cl.[F:29][C:30]([F:49])([F:48])[C:31]([NH:33][CH2:34][C:35]1[CH:40]=[CH:39][C:38]([F:41])=[C:37]([CH:42]2[CH2:47][CH2:46][NH:45][CH2:44][CH2:43]2)[CH:36]=1)=[O:32].CCN=C=NCCCN(C)C. (5) The reactants are: [C:1]([C:4]1[CH:13]([C:14]2[CH:21]=[CH:20][C:17]([C:18]#[N:19])=[CH:16][C:15]=2[CH3:22])[C:12]2[C:11](=[O:23])[NH:10][CH:9]=[CH:8][C:7]=2[NH:6][C:5]=1[CH3:24])(=[O:3])[CH3:2].ClCCl.F[B-](F)(F)F.[CH2:33]([O+](CC)CC)[CH3:34].CO. Given the product [C:1]([C:4]1[CH:13]([C:14]2[CH:21]=[CH:20][C:17]([C:18]#[N:19])=[CH:16][C:15]=2[CH3:22])[C:12]2[C:7](=[CH:8][CH:9]=[N:10][C:11]=2[O:23][CH2:33][CH3:34])[NH:6][C:5]=1[CH3:24])(=[O:3])[CH3:2], predict the reactants needed to synthesize it. (6) The reactants are: [Cl:1][C:2]1[CH:7]=[CH:6][C:5]([CH:8]2[CH:12]([C:13]3[CH:18]=[CH:17][N:16]=[CH:15][CH:14]=3)[NH:11][NH:10][C:9]2=[O:19])=[CH:4][CH:3]=1. Given the product [Cl:1][C:2]1[CH:3]=[CH:4][C:5]([C:8]2[C:9](=[O:19])[NH:10][NH:11][C:12]=2[C:13]2[CH:18]=[CH:17][N:16]=[CH:15][CH:14]=2)=[CH:6][CH:7]=1, predict the reactants needed to synthesize it. (7) Given the product [Cl:3][C:4]1[N:9]=[C:8]([N:10]2[CH2:15][CH2:14][O:13][CH2:12][CH2:11]2)[CH:7]=[C:6]([C:16]2([S:17]([CH3:20])(=[O:19])=[O:18])[CH2:26][CH2:25][O:24][CH2:23][CH2:22]2)[N:5]=1, predict the reactants needed to synthesize it. The reactants are: [OH-].[Na+].[Cl:3][C:4]1[N:9]=[C:8]([N:10]2[CH2:15][CH2:14][O:13][CH2:12][CH2:11]2)[CH:7]=[C:6]([CH2:16][S:17]([CH3:20])(=[O:19])=[O:18])[N:5]=1.Br[CH2:22][CH2:23][O:24][CH2:25][CH2:26]Br. (8) Given the product [CH2:1]([C:3]1[C:4]([NH:35][C@@H:25]2[C:26]3[C:31](=[CH:30][CH:29]=[C:28]([O:33][CH3:34])[CH:27]=3)[CH2:32][C@@H:24]2[CH2:22][CH3:23])=[N:5][C:6]([CH2:9][CH3:10])=[CH:7][N:8]=1)[CH3:2], predict the reactants needed to synthesize it. The reactants are: [CH2:1]([C:3]1[C:4](N[C@@H]2C3C(=CC=CC=3)C[C@@H]2O)=[N:5][C:6]([CH2:9][CH3:10])=[CH:7][N:8]=1)[CH3:2].[CH2:22]([C@H:24]1[CH2:32][C:31]2[C:26](=[CH:27][C:28]([O:33][CH3:34])=[CH:29][CH:30]=2)[C@H:25]1[NH2:35])[CH3:23]. (9) The reactants are: [CH3:1][C:2]1([CH3:21])[CH2:11][CH2:10][CH2:9][C:8]2[CH:7]=[C:6]([O:12]CC(OC(C)(C)C)=O)[CH:5]=[CH:4][C:3]1=2.FC(F)(F)C(O)=O. Given the product [CH3:1][C:2]1([CH3:21])[CH2:11][CH2:10][CH2:9][C:8]2[CH:7]=[C:6]([OH:12])[CH:5]=[CH:4][C:3]1=2, predict the reactants needed to synthesize it.